This data is from Reaction yield outcomes from USPTO patents with 853,638 reactions. The task is: Predict the reaction yield, written as a fraction of the theoretical maximum amount of product (1.0 means a 100% yield; for example, 0.34 means a 34% yield). (1) The reactants are [CH3:1][O:2][C:3]1[CH:4]=[C:5]([CH2:10][C:11]([OH:13])=[O:12])[CH:6]=[CH:7][C:8]=1[CH3:9].[Br:14]Br.O. The catalyst is C(O)(=O)C. The product is [Br:14][C:6]1[CH:7]=[C:8]([CH3:9])[C:3]([O:2][CH3:1])=[CH:4][C:5]=1[CH2:10][C:11]([OH:13])=[O:12]. The yield is 0.770. (2) The reactants are [C:1]([O:5][C:6]([CH:8]1[CH2:16][CH:15]2[CH:10]([CH2:11][CH2:12][CH2:13][CH2:14]2)[N:9]1[C:17](=[O:34])[CH:18]([NH:23]C(OCC1C=CC=CC=1)=O)[C:19]([CH3:22])([CH3:21])[CH3:20])=[O:7])([CH3:4])([CH3:3])[CH3:2]. The catalyst is CCO.[OH-].[OH-].[Pd+2]. The product is [C:1]([O:5][C:6]([CH:8]1[CH2:16][CH:15]2[CH:10]([CH2:11][CH2:12][CH2:13][CH2:14]2)[N:9]1[C:17](=[O:34])[CH:18]([NH2:23])[C:19]([CH3:22])([CH3:21])[CH3:20])=[O:7])([CH3:4])([CH3:2])[CH3:3]. The yield is 1.00.